This data is from Forward reaction prediction with 1.9M reactions from USPTO patents (1976-2016). The task is: Predict the product of the given reaction. (1) Given the reactants C(Cl)Cl.[CH:4]12[CH2:9][CH:8]1[CH2:7][N:6]([C:10]1[N:15]=[C:14]([NH:16][CH2:17][C:18]3[CH:23]=[CH:22][C:21]([O:24][CH3:25])=[C:20]([F:26])[CH:19]=3)[C:13]([C:27]([OH:29])=O)=[CH:12][N:11]=1)[CH2:5]2.[OH:30][C@H:31]1[CH2:36][CH2:35][C@H:34]([NH2:37])[CH2:33][CH2:32]1.CN(C(ON1N=NC2C=CC=NC1=2)=[N+](C)C)C.F[P-](F)(F)(F)(F)F, predict the reaction product. The product is: [CH:4]12[CH2:9][CH:8]1[CH2:7][N:6]([C:10]1[N:15]=[C:14]([NH:16][CH2:17][C:18]3[CH:23]=[CH:22][C:21]([O:24][CH3:25])=[C:20]([F:26])[CH:19]=3)[C:13]([C:27]([NH:37][C@H:34]3[CH2:35][CH2:36][C@H:31]([OH:30])[CH2:32][CH2:33]3)=[O:29])=[CH:12][N:11]=1)[CH2:5]2. (2) Given the reactants [Cl:1][C:2]1[C:3]([C:23]2[N:27]3[CH:28]=[CH:29][CH:30]=[CH:31][C:26]3=[N:25][CH:24]=2)=[N:4][C:5]([NH:8][C:9]2[CH:14]=[C:13]([N:15]3[CH2:20][CH2:19][NH:18][CH2:17][CH2:16]3)[CH:12]=[CH:11][C:10]=2[O:21][CH3:22])=[N:6][CH:7]=1.C[Si]([N:36]=[C:37]=[O:38])(C)C, predict the reaction product. The product is: [Cl:1][C:2]1[C:3]([C:23]2[N:27]3[CH:28]=[CH:29][CH:30]=[CH:31][C:26]3=[N:25][CH:24]=2)=[N:4][C:5]([NH:8][C:9]2[CH:14]=[C:13]([N:15]3[CH2:16][CH2:17][N:18]([C:37]([NH2:36])=[O:38])[CH2:19][CH2:20]3)[CH:12]=[CH:11][C:10]=2[O:21][CH3:22])=[N:6][CH:7]=1. (3) Given the reactants [CH2:1]([NH:3][C:4]1[CH:9]=[CH:8][C:7]([O:10][CH3:11])=[CH:6][C:5]=1[CH:12]1[CH2:21][CH2:20][C:19]2[CH:18]=[C:17]([O:22]C(=O)C(C)(C)C)[CH:16]=[CH:15][C:14]=2[CH2:13]1)[CH3:2].C(O[C:34]([N:36]1[CH2:41][CH2:40][CH:39]([C:42]2[CH:47]=[CH:46][C:45]([C:48](O)=O)=[CH:44][CH:43]=2)[CH2:38][CH2:37]1)=O)(C)(C)C, predict the reaction product. The product is: [CH2:1]([N:3]([CH2:48][C:45]1[CH:44]=[CH:43][C:42]([CH:39]2[CH2:40][CH2:41][N:36]([CH3:34])[CH2:37][CH2:38]2)=[CH:47][CH:46]=1)[C:4]1[CH:9]=[CH:8][C:7]([O:10][CH3:11])=[CH:6][C:5]=1[CH:12]1[CH2:21][CH2:20][C:19]2[CH:18]=[C:17]([OH:22])[CH:16]=[CH:15][C:14]=2[CH2:13]1)[CH3:2]. (4) Given the reactants Cl[C:2]1[CH:7]=[C:6]([CH2:8][O:9][CH3:10])[N:5]=[C:4]([C:11]2[CH:16]=[CH:15][CH:14]=[C:13]([CH3:17])[CH:12]=2)[N:3]=1.[Cl:18][C:19]1[CH:25]=[CH:24][C:23]([O:26][CH3:27])=[CH:22][C:20]=1[NH2:21], predict the reaction product. The product is: [Cl:18][C:19]1[CH:25]=[CH:24][C:23]([O:26][CH3:27])=[CH:22][C:20]=1[NH:21][C:2]1[CH:7]=[C:6]([CH2:8][O:9][CH3:10])[N:5]=[C:4]([C:11]2[CH:16]=[CH:15][CH:14]=[C:13]([CH3:17])[CH:12]=2)[N:3]=1. (5) Given the reactants [Br:1][C:2]1[CH:3]=[CH:4][C:5]([C:9]([F:12])([F:11])[F:10])=[C:6]([CH:8]=1)[NH2:7].O[CH2:14][CH:15]([CH2:17]O)O.S(=O)(=O)(O)O, predict the reaction product. The product is: [Br:1][C:2]1[CH:3]=[CH:4][C:5]([C:9]([F:10])([F:11])[F:12])=[C:6]2[C:8]=1[CH:14]=[CH:15][CH:17]=[N:7]2. (6) The product is: [CH3:17][O:16][C:10]1[CH:11]=[N:12][C:13]2[C:8]([N:9]=1)=[CH:7][C:6]([CH:4]=[O:5])=[CH:15][CH:14]=2. Given the reactants CON(C)[C:4]([C:6]1[CH:7]=[C:8]2[C:13](=[CH:14][CH:15]=1)[N:12]=[CH:11][C:10]([O:16][CH3:17])=[N:9]2)=[O:5].[H-].[H-].[H-].[H-].[Li+].[Al+3], predict the reaction product. (7) Given the reactants [F:1][C:2]([F:30])([F:29])[C:3]1[CH:28]=[CH:27][C:6]([O:7][C:8]2[CH:13]=[CH:12][CH:11]=[CH:10][C:9]=2[NH:14][S:15]([C:18]2[CH:26]=[CH:25][C:21]([C:22](O)=[O:23])=[CH:20][CH:19]=2)(=[O:17])=[O:16])=[CH:5][CH:4]=1.Cl.[CH2:32]([O:34][C:35](=[O:38])[CH2:36][NH2:37])[CH3:33], predict the reaction product. The product is: [CH2:32]([O:34][C:35](=[O:38])[CH2:36][NH:37][C:22](=[O:23])[C:21]1[CH:20]=[CH:19][C:18]([S:15](=[O:16])(=[O:17])[NH:14][C:9]2[CH:10]=[CH:11][CH:12]=[CH:13][C:8]=2[O:7][C:6]2[CH:27]=[CH:28][C:3]([C:2]([F:29])([F:30])[F:1])=[CH:4][CH:5]=2)=[CH:26][CH:25]=1)[CH3:33]. (8) Given the reactants [N:1]1[CH:6]=[CH:5][CH:4]=[C:3]([NH:7][C:8](=[O:15])OCC(Cl)(Cl)Cl)[N:2]=1.Cl.Cl.[F:18][C:19]1[CH:24]=[CH:23][C:22]([C:25]2[CH:30]=[CH:29][N:28]=[C:27]([N:31]3[CH2:36][CH2:35][NH:34][CH2:33][CH2:32]3)[N:26]=2)=[CH:21][CH:20]=1, predict the reaction product. The product is: [F:18][C:19]1[CH:24]=[CH:23][C:22]([C:25]2[CH:30]=[CH:29][N:28]=[C:27]([N:31]3[CH2:32][CH2:33][N:34]([C:8]([NH:7][C:3]4[N:2]=[N:1][CH:6]=[CH:5][CH:4]=4)=[O:15])[CH2:35][CH2:36]3)[N:26]=2)=[CH:21][CH:20]=1. (9) Given the reactants [Li]CCCC.[Cl:6][C:7]1[C:16]2[C:11](=[CH:12][CH:13]=[C:14](C(C3C(C)=NC(C)=CC=3)O)[CH:15]=2)[N:10]=[C:9]([O:27][CH3:28])[C:8]=1[CH2:29][C:30]1[CH:35]=[CH:34][C:33]([C:36]([F:39])([F:38])[F:37])=[CH:32][CH:31]=1.[CH3:40][N:41]1[C:45]([C:46]([CH:48]2[CH2:53][CH2:52][N:51]([C:54](=[O:56])[CH3:55])[CH2:50][CH2:49]2)=[O:47])=[CH:44][N:43]=[N:42]1, predict the reaction product. The product is: [Cl:6][C:7]1[C:16]2[C:11](=[CH:12][CH:13]=[C:14]([C:46]([OH:47])([C:45]3[N:41]([CH3:40])[N:42]=[N:43][CH:44]=3)[CH:48]3[CH2:53][CH2:52][N:51]([C:54](=[O:56])[CH3:55])[CH2:50][CH2:49]3)[CH:15]=2)[N:10]=[C:9]([O:27][CH3:28])[C:8]=1[CH2:29][C:30]1[CH:35]=[CH:34][C:33]([C:36]([F:39])([F:37])[F:38])=[CH:32][CH:31]=1.